From a dataset of Reaction yield outcomes from USPTO patents with 853,638 reactions. Predict the reaction yield, written as a fraction of the theoretical maximum amount of product (1.0 means a 100% yield; for example, 0.34 means a 34% yield). The catalyst is CN(C)C=O.[Cl-].[NH4+].[Cl-].[Na+]. The yield is 0.600. The product is [CH3:26][C:25]1[N:27]=[C:8]([C:5]2[CH:4]=[CH:3][C:2](=[O:1])[NH:7][N:6]=2)[O:10][N:24]=1. The reactants are [O:1]=[C:2]1[NH:7][N:6]=[C:5]([C:8]([OH:10])=O)[CH:4]=[CH:3]1.C(N1C=CN=C1)(N1C=CN=C1)=O.O[N:24]=[C:25]([NH2:27])[CH3:26].[H-].[Na+].